The task is: Predict the reaction yield, written as a fraction of the theoretical maximum amount of product (1.0 means a 100% yield; for example, 0.34 means a 34% yield).. This data is from Reaction yield outcomes from USPTO patents with 853,638 reactions. (1) The reactants are [Br:1][C:2]1[CH:7]=[CH:6][C:5]([O:8][CH3:9])=[CH:4][C:3]=1[N+:10]([O-])=O. The catalyst is C(O)C.[Ni]. The product is [Br:1][C:2]1[CH:7]=[CH:6][C:5]([O:8][CH3:9])=[CH:4][C:3]=1[NH2:10]. The yield is 0.860. (2) The reactants are [F:1][C:2]1[CH:7]=[CH:6][C:5]([OH:8])=[CH:4][CH:3]=1.F[C:10]1([N+:16]([O-:18])=[O:17])[CH:15]=[CH:14][CH:13]=[CH:12][CH2:11]1.C([O-])([O-])=O.[K+].[K+].CN(C=O)C. The catalyst is O. The product is [F:1][C:2]1[CH:7]=[CH:6][C:5]([O:8][C:13]2[CH:14]=[CH:15][C:10]([N+:16]([O-:18])=[O:17])=[CH:11][CH:12]=2)=[CH:4][CH:3]=1. The yield is 1.00. (3) The reactants are [C:1]1([CH2:17][O:18][C@@H:19]2[C@H:23]([OH:24])[C@@H:22]([CH2:25][OH:26])[O:21][C@H:20]2[N:27]2[C:44]3[N:43]=[CH:42][N:41]=[C:31]([NH:32][C:33](=[O:40])[C:34]4[CH:39]=[CH:38][CH:37]=[CH:36][CH:35]=4)[C:30]=3[N:29]=[CH:28]2)[C:14]2[C:15]3=[C:16]4[C:11](=[CH:12][CH:13]=2)[CH:10]=[CH:9][CH:8]=[C:7]4[CH:6]=[CH:5][C:4]3=[CH:3][CH:2]=1.[C:45](Cl)([C:62]1[CH:67]=[CH:66][CH:65]=[CH:64][CH:63]=1)([C:54]1[CH:61]=[CH:60][C:57]([O:58][CH3:59])=[CH:56][CH:55]=1)[C:46]1[CH:53]=[CH:52][C:49]([O:50][CH3:51])=[CH:48][CH:47]=1. The catalyst is CN(C1C=CN=CC=1)C.N1C=CC=CC=1. The product is [CH3:59][O:58][C:57]1[CH:56]=[CH:55][C:54]([C:45]([O:26][CH2:25][C@H:22]2[O:21][C@@H:20]([N:27]3[C:44]4[N:43]=[CH:42][N:41]=[C:31]([NH:32][C:33](=[O:40])[C:34]5[CH:39]=[CH:38][CH:37]=[CH:36][CH:35]=5)[C:30]=4[N:29]=[CH:28]3)[C@H:19]([O:18][CH2:17][C:1]3[C:14]4[C:15]5=[C:16]6[C:11](=[CH:12][CH:13]=4)[CH:10]=[CH:9][CH:8]=[C:7]6[CH:6]=[CH:5][C:4]5=[CH:3][CH:2]=3)[C@@H:23]2[OH:24])([C:62]2[CH:63]=[CH:64][CH:65]=[CH:66][CH:67]=2)[C:46]2[CH:53]=[CH:52][C:49]([O:50][CH3:51])=[CH:48][CH:47]=2)=[CH:61][CH:60]=1. The yield is 0.710. (4) The reactants are [NH2:1][C:2]1[N:7]=[C:6](Br)[CH:5]=[CH:4][CH:3]=1.C(=O)([O-])[O-].[Na+].[Na+].O.[Cl:16][C:17]1[CH:41]=[CH:40][C:39](B2OC(C)(C)C(C)(C)O2)=[CH:38][C:18]=1[C:19]([NH:21][C:22]1[N:26]([C:27]2[CH:32]=[CH:31][CH:30]=[CH:29][CH:28]=2)[N:25]=[C:24]([C:33]([O:35][CH2:36][CH3:37])=[O:34])[CH:23]=1)=[O:20]. The catalyst is O1CCOCC1. The product is [NH2:1][C:2]1[N:7]=[C:6]([C:39]2[CH:40]=[CH:41][C:17]([Cl:16])=[C:18]([CH:38]=2)[C:19]([NH:21][C:22]2[N:26]([C:27]3[CH:32]=[CH:31][CH:30]=[CH:29][CH:28]=3)[N:25]=[C:24]([C:33]([O:35][CH2:36][CH3:37])=[O:34])[CH:23]=2)=[O:20])[CH:5]=[CH:4][CH:3]=1. The yield is 0.510. (5) The reactants are [F:1][C:2]1[CH:7]=[CH:6][CH:5]=[CH:4][C:3]=1[N:8]1[C:12]([C:13]2[N:14]=[CH:15][N:16]([C:18]3[CH:26]=[CH:25][C:21]([C:22]([OH:24])=O)=[CH:20][N:19]=3)[CH:17]=2)=[C:11]([CH3:27])[N:10]=[N:9]1.[NH2:28][C:29]([CH3:33])([CH3:32])[CH2:30][OH:31]. No catalyst specified. The product is [F:1][C:2]1[CH:7]=[CH:6][CH:5]=[CH:4][C:3]=1[N:8]1[C:12]([C:13]2[N:14]=[CH:15][N:16]([C:18]3[CH:26]=[CH:25][C:21]([C:22]([NH:28][C:29]([CH3:33])([CH3:32])[CH2:30][OH:31])=[O:24])=[CH:20][N:19]=3)[CH:17]=2)=[C:11]([CH3:27])[N:10]=[N:9]1. The yield is 0.630. (6) The reactants are [Br:1][C:2]1[CH:10]=[C:9]2[C:5]([CH2:6][C:7]3([CH2:30][CH2:29][CH:28]([O:31][CH3:32])[CH2:27][CH2:26]3)[C:8]2([NH:16][S:17]([CH2:20][CH2:21][Si:22]([CH3:25])([CH3:24])[CH3:23])(=[O:19])=[O:18])[C:11]([O:13][CH2:14][CH3:15])=C)=[CH:4][CH:3]=1.C[O:34]C1C=CC(P2(SP(C3C=CC(OC)=CC=3)(=S)S2)=S)=CC=1. The yield is 0.700. The catalyst is C1(C)C=CC=CC=1. The product is [Br:1][C:2]1[CH:10]=[C:9]2[C:5]([CH2:6][C:7]3([CH2:30][CH2:29][CH:28]([O:31][CH3:32])[CH2:27][CH2:26]3)[C:8]2([NH:16][S:17]([CH2:20][CH2:21][Si:22]([CH3:25])([CH3:24])[CH3:23])(=[O:18])=[O:19])[C:11]([O:13][CH2:14][CH3:15])=[O:34])=[CH:4][CH:3]=1. (7) The reactants are C[Al](C)C.[CH:5]1([NH2:8])[CH2:7][CH2:6]1.C[O:10][C:11](=O)[C:12]1[CH:17]=[CH:16][C:15]([NH:18][CH2:19][C:20]2[C:21]([C:26]3[CH:31]=[CH:30][C:29]([F:32])=[CH:28][CH:27]=3)=[N:22][O:23][C:24]=2[CH3:25])=[N:14][CH:13]=1.C(C(C(C([O-])=O)O)O)([O-])=O.[K+].[Na+]. The catalyst is O1CCOCC1. The product is [CH:5]1([NH:8][C:11](=[O:10])[C:12]2[CH:17]=[CH:16][C:15]([NH:18][CH2:19][C:20]3[C:21]([C:26]4[CH:27]=[CH:28][C:29]([F:32])=[CH:30][CH:31]=4)=[N:22][O:23][C:24]=3[CH3:25])=[N:14][CH:13]=2)[CH2:7][CH2:6]1. The yield is 0.600. (8) The reactants are [H-].[Na+].[I-].[CH3:4][S+](C)C.[F:8][C:9]1[CH:14]=[CH:13][CH:12]=[CH:11][C:10]=1[CH:15]=[CH:16][C:17]([N:19]([O:21][CH3:22])[CH3:20])=[O:18]. The catalyst is CN(C=O)C. The product is [CH3:22][O:21][N:19]([CH3:20])[C:17]([C@@H:16]1[CH2:4][C@H:15]1[C:10]1[CH:11]=[CH:12][CH:13]=[CH:14][C:9]=1[F:8])=[O:18]. The yield is 0.900. (9) The product is [CH2:4]([O:6][C:7]([NH:24][C@H:23]([C:22]([O:21][CH3:20])=[O:29])[CH2:25][CH2:26][CH2:27][CH3:28])=[O:8])[CH2:3][CH2:2][CH:1]=[CH2:30]. The reactants are [CH2:1]=[CH:2][CH2:3][CH:4]([OH:6])C.[C:7](N1C=CN=C1)(N1C=CN=C1)=[O:8].Cl.[CH3:20][O:21][C:22](=[O:29])[C@H:23]([CH2:25][CH2:26][CH2:27][CH3:28])[NH2:24].[CH3:30]N(C=O)C. The catalyst is CCOCC. The yield is 0.740.